Dataset: Reaction yield outcomes from USPTO patents with 853,638 reactions. Task: Predict the reaction yield, written as a fraction of the theoretical maximum amount of product (1.0 means a 100% yield; for example, 0.34 means a 34% yield). (1) The product is [NH2:8][C@:9]([CH3:40])([CH2:20][CH2:21][C:22]1[N:23]([CH3:39])[C:24]([C:27](=[O:38])[CH2:28][CH2:29][CH2:30][CH2:31][C:32]2[CH:33]=[CH:34][CH:35]=[CH:36][CH:37]=2)=[CH:25][CH:26]=1)[CH2:10][CH2:11][P:12](=[O:13])([OH:16])[OH:19]. The reactants are C(OC([NH:8][C@:9]([CH3:40])([CH2:20][CH2:21][C:22]1[N:23]([CH3:39])[C:24]([C:27](=[O:38])[CH2:28][CH2:29][CH2:30][CH2:31][C:32]2[CH:37]=[CH:36][CH:35]=[CH:34][CH:33]=2)=[CH:25][CH:26]=1)[CH2:10][CH2:11][P:12](=[O:19])([O:16]CC)[O:13]CC)=O)(C)(C)C.Br[Si](C)(C)C. The catalyst is ClCCl. The yield is 0.630. (2) No catalyst specified. The product is [ClH:16].[F:1][C:2]1([F:15])[CH2:6][CH2:5][CH:4]([NH2:7])[CH2:3]1. The reactants are [F:1][C:2]1([F:15])[CH2:6][CH2:5][CH:4]([NH:7]C(=O)OC(C)(C)C)[CH2:3]1.[ClH:16].C(OCC)(=O)C. The yield is 0.730. (3) The reactants are C([N:8]1[CH2:13][CH2:12][C@@H:11]([CH3:14])[C@H:10]([NH:15][C:16](=[O:22])[O:17][C:18]([CH3:21])([CH3:20])[CH3:19])[CH2:9]1)C1C=CC=CC=1.[H][H]. The catalyst is CO.[Pd]. The product is [CH3:14][C@@H:11]1[CH2:12][CH2:13][NH:8][CH2:9][C@H:10]1[NH:15][C:16](=[O:22])[O:17][C:18]([CH3:21])([CH3:20])[CH3:19]. The yield is 0.950. (4) The yield is 0.450. The catalyst is ClCCCl.O1CCOCC1.C(Cl)Cl.[Ag]OC#N.CCOC(C)=O. The reactants are [C:1]([NH2:6])(=[O:5])[CH:2]([CH3:4])[CH3:3].C(Cl)(=O)[C:8](Cl)=[O:9].[CH3:13][N:14]1[CH:18]=[C:17]([C:19]2[CH:24]=[C:23]([O:25][C:26]3[CH:27]=[CH:28][C:29]([NH2:36])=[N:30][C:31]=3[C:32]([F:35])([F:34])[F:33])[CH:22]=[CH:21][N:20]=2)[CH:16]=[N:15]1.CCN(C(C)C)C(C)C.C(Cl)(=O)C(C)C. The product is [CH3:13][N:14]1[CH:18]=[C:17]([C:19]2[CH:24]=[C:23]([O:25][C:26]3[CH:27]=[CH:28][C:29]([NH:36][C:8]([NH:6][C:1](=[O:5])[CH:2]([CH3:4])[CH3:3])=[O:9])=[N:30][C:31]=3[C:32]([F:35])([F:34])[F:33])[CH:22]=[CH:21][N:20]=2)[CH:16]=[N:15]1. (5) The reactants are C(O[C:6]([N:8]1[CH2:13][CH2:12][CH:11]([C:14]2[C:23]3[C:18](=[CH:19][C:20]([O:24][CH2:25][CH2:26][CH2:27][NH:28][S:29]([CH3:32])(=[O:31])=[O:30])=[CH:21][CH:22]=3)[N:17]=[CH:16][N:15]=2)[CH2:10][CH2:9]1)=[O:7])(C)(C)C.C(O)(C(F)(F)F)=O.[Al].Cl.[N+](C1C=CC(OC(=O)[NH:53][C:54]2[CH:59]=[CH:58][C:57]([N:60]3[CH2:65][CH2:64][O:63][CH2:62][CH2:61]3)=[CH:56][CH:55]=2)=CC=1)([O-])=O. No catalyst specified. The product is [N:60]1([C:57]2[CH:56]=[CH:55][C:54]([NH:53][C:6]([N:8]3[CH2:9][CH2:10][CH:11]([C:14]4[C:23]5[C:18](=[CH:19][C:20]([O:24][CH2:25][CH2:26][CH2:27][NH:28][S:29]([CH3:32])(=[O:31])=[O:30])=[CH:21][CH:22]=5)[N:17]=[CH:16][N:15]=4)[CH2:12][CH2:13]3)=[O:7])=[CH:59][CH:58]=2)[CH2:61][CH2:62][O:63][CH2:64][CH2:65]1. The yield is 0.390.